Predict the reactants needed to synthesize the given product. From a dataset of Full USPTO retrosynthesis dataset with 1.9M reactions from patents (1976-2016). (1) Given the product [CH2:1]([O:3][C:4](=[O:15])[C:5]1[CH:10]=[CH:9][C:8]([NH:27][CH:28]([CH2:31][CH3:32])[CH2:29][CH3:30])=[C:7]([N+:12]([O-:14])=[O:13])[CH:6]=1)[CH3:2], predict the reactants needed to synthesize it. The reactants are: [CH2:1]([O:3][C:4](=[O:15])[C:5]1[CH:10]=[CH:9][C:8](F)=[C:7]([N+:12]([O-:14])=[O:13])[CH:6]=1)[CH3:2].CN(C=O)C.C(=O)([O-])[O-].[K+].[K+].[NH2:27][CH:28]([CH2:31][CH3:32])[CH2:29][CH3:30]. (2) Given the product [CH2:43]([O:50][C:51](=[O:65])[C@@H:52]1[CH2:56][C@@H:55]([C:35](=[S:34])[CH3:36])[CH2:54][N:53]1[C:58]([O:60][C:61]([CH3:64])([CH3:63])[CH3:62])=[O:59])[C:44]1[CH:49]=[CH:48][CH:47]=[CH:46][CH:45]=1, predict the reactants needed to synthesize it. The reactants are: N(C(OC(C)C)=O)=NC(OC(C)C)=O.C1(P(C2C=CC=CC=2)C2C=CC=CC=2)C=CC=CC=1.[S:34]1C=C[CH:36]=[C:35]1CC(O)=O.[CH2:43]([O:50][C:51](=[O:65])[C@@H:52]1[CH2:56][C@H:55](O)[CH2:54][N:53]1[C:58]([O:60][C:61]([CH3:64])([CH3:63])[CH3:62])=[O:59])[C:44]1[CH:49]=[CH:48][CH:47]=[CH:46][CH:45]=1. (3) Given the product [CH3:1][O:2][C:3]([C:5]1[CH:10]=[CH:9][C:8]([N:16]2[CH:17]=[CH:18][C:14]([C:13]([F:20])([F:19])[F:12])=[N:15]2)=[CH:7][N:6]=1)=[O:4], predict the reactants needed to synthesize it. The reactants are: [CH3:1][O:2][C:3]([C:5]1[CH:10]=[CH:9][C:8](Cl)=[CH:7][N:6]=1)=[O:4].[F:12][C:13]([F:20])([F:19])[C:14]1[CH:18]=[CH:17][NH:16][N:15]=1.C([O-])([O-])=O.[K+].[K+]. (4) Given the product [N:7]1([C:12]2[CH:17]=[CH:16][C:15]([S:18]([Cl:4])(=[O:21])=[O:19])=[CH:14][CH:13]=2)[CH2:11][CH2:10][CH2:9][CH2:8]1, predict the reactants needed to synthesize it. The reactants are: C(Cl)(=O)C([Cl:4])=O.[N:7]1([C:12]2[CH:17]=[CH:16][C:15]([S:18]([OH:21])(=O)=[O:19])=[CH:14][CH:13]=2)[CH2:11][CH2:10][CH2:9][CH2:8]1.CN(C)C=O. (5) Given the product [Br:8][C:7]1[C:2]2[NH:1][C:10]([C:12]3([NH2:27])[CH2:13][CH2:14][N:15]([C:18]4[C:19]5[CH:26]=[CH:25][NH:24][C:20]=5[N:21]=[CH:22][N:23]=4)[CH2:16][CH2:17]3)=[N:9][C:3]=2[CH:4]=[CH:5][CH:6]=1, predict the reactants needed to synthesize it. The reactants are: [NH2:1][C:2]1[C:7]([Br:8])=[CH:6][CH:5]=[CH:4][C:3]=1[NH:9][C:10]([C:12]1([NH:27]C(=O)OC(C)(C)C)[CH2:17][CH2:16][N:15]([C:18]2[C:19]3[CH:26]=[CH:25][NH:24][C:20]=3[N:21]=[CH:22][N:23]=2)[CH2:14][CH2:13]1)=O.Cl. (6) Given the product [CH2:1]([C:8]1[C:17]2[C:12](=[CH:13][CH:14]=[CH:15][CH:16]=2)[C:11]([N:18]2[CH2:23][CH2:22][N:21]([C:25]3[CH:30]=[CH:29][C:28]([N+:31]([O-:33])=[O:32])=[CH:27][N:26]=3)[CH2:20][CH2:19]2)=[N:10][N:9]=1)[C:2]1[CH:3]=[CH:4][CH:5]=[CH:6][CH:7]=1, predict the reactants needed to synthesize it. The reactants are: [CH2:1]([C:8]1[C:17]2[C:12](=[CH:13][CH:14]=[CH:15][CH:16]=2)[C:11]([N:18]2[CH2:23][CH2:22][NH:21][CH2:20][CH2:19]2)=[N:10][N:9]=1)[C:2]1[CH:7]=[CH:6][CH:5]=[CH:4][CH:3]=1.Cl[C:25]1[CH:30]=[CH:29][C:28]([N+:31]([O-:33])=[O:32])=[CH:27][N:26]=1.C(N(CC)CC)C.CN1C(=O)CCC1. (7) Given the product [CH3:11][C:10]([CH3:13])([CH3:12])[CH2:9][C:7]1[N:6]([CH2:14][CH:15]2[CH2:20][CH2:19][O:18][CH2:17][CH2:16]2)[C:5]2[CH:21]=[CH:22][C:2]([S:32][CH2:33][C:34]([O:36][CH3:37])=[O:35])=[CH:3][C:4]=2[N:8]=1, predict the reactants needed to synthesize it. The reactants are: Br[C:2]1[CH:22]=[CH:21][C:5]2[N:6]([CH2:14][CH:15]3[CH2:20][CH2:19][O:18][CH2:17][CH2:16]3)[C:7]([CH2:9][C:10]([CH3:13])([CH3:12])[CH3:11])=[N:8][C:4]=2[CH:3]=1.C(N(CC)C(C)C)(C)C.[SH:32][CH2:33][C:34]([O:36][CH3:37])=[O:35].C1(P(C2C=CC=CC=2)C2C3OC4C(=CC=CC=4P(C4C=CC=CC=4)C4C=CC=CC=4)C(C)(C)C=3C=CC=2)C=CC=CC=1.